This data is from Peptide-MHC class I binding affinity with 185,985 pairs from IEDB/IMGT. The task is: Regression. Given a peptide amino acid sequence and an MHC pseudo amino acid sequence, predict their binding affinity value. This is MHC class I binding data. (1) The peptide sequence is LVDNVDFATI. The MHC is HLA-A02:01 with pseudo-sequence HLA-A02:01. The binding affinity (normalized) is 0.241. (2) The peptide sequence is ALVSDCASTI. The MHC is HLA-A02:03 with pseudo-sequence HLA-A02:03. The binding affinity (normalized) is 0.635. (3) The peptide sequence is VHPVHAGPIA. The MHC is HLA-B45:01 with pseudo-sequence HLA-B45:01. The binding affinity (normalized) is 0.0684. (4) The peptide sequence is DPSSGYYST. The MHC is HLA-A24:02 with pseudo-sequence HLA-A24:02. The binding affinity (normalized) is 0. (5) The peptide sequence is DMEISAYRKL. The MHC is HLA-A68:02 with pseudo-sequence HLA-A68:02. The binding affinity (normalized) is 0.